From a dataset of Forward reaction prediction with 1.9M reactions from USPTO patents (1976-2016). Predict the product of the given reaction. (1) Given the reactants [C:1](=O)(OC(Cl)(Cl)Cl)[O:2]C(Cl)(Cl)Cl.Cl.Cl.[CH3:15][S:16][CH2:17][CH2:18][N:19]1[CH2:24][CH2:23][CH:22]([NH2:25])[CH2:21][CH2:20]1.[CH3:26][O:27][C:28]1[CH:29]=[CH:30][CH:31]=[C:32]2[C:36]=1[CH:35]([NH:37][C:38]1[CH:47]=[CH:46][C:45]3[C:40](=[CH:41][CH:42]=[C:43]([NH2:48])[CH:44]=3)[N:39]=1)[CH2:34][CH2:33]2, predict the reaction product. The product is: [CH3:26][O:27][C:28]1[CH:29]=[CH:30][CH:31]=[C:32]2[C:36]=1[CH:35]([NH:37][C:38]1[CH:47]=[CH:46][C:45]3[C:40](=[CH:41][CH:42]=[C:43]([NH:48][C:1]([NH:25][CH:22]4[CH2:21][CH2:20][N:19]([CH2:18][CH2:17][S:16][CH3:15])[CH2:24][CH2:23]4)=[O:2])[CH:44]=3)[N:39]=1)[CH2:34][CH2:33]2. (2) The product is: [CH2:25]([NH:27][C:28]([N:22]1[CH2:23][CH2:24][CH:19]([C:10]2[C:9]3[C:13](=[C:14]([C:16]([NH2:18])=[O:17])[CH:15]=[C:7]([C:1]4[CH:2]=[CH:3][CH:4]=[CH:5][CH:6]=4)[CH:8]=3)[NH:12][CH:11]=2)[CH2:20][CH2:21]1)=[O:29])[CH3:26]. Given the reactants [C:1]1([C:7]2[CH:8]=[C:9]3[C:13](=[C:14]([C:16]([NH2:18])=[O:17])[CH:15]=2)[NH:12][CH:11]=[C:10]3[CH:19]2[CH2:24][CH2:23][NH:22][CH2:21][CH2:20]2)[CH:6]=[CH:5][CH:4]=[CH:3][CH:2]=1.[CH2:25]([N:27]=[C:28]=[O:29])[CH3:26].C(N(CC)CC)C, predict the reaction product.